Dataset: Reaction yield outcomes from USPTO patents with 853,638 reactions. Task: Predict the reaction yield, written as a fraction of the theoretical maximum amount of product (1.0 means a 100% yield; for example, 0.34 means a 34% yield). (1) The reactants are [CH3:1][CH:2]([SH:4])[CH3:3].F[C:6]1[CH:14]=[CH:13][C:12]([N+:15]([O-:17])=[O:16])=[CH:11][C:7]=1[C:8]([OH:10])=[O:9].C(N(CC)CC)C. The catalyst is CN(C=O)C. The product is [CH:2]([S:4][C:6]1[CH:14]=[CH:13][C:12]([N+:15]([O-:17])=[O:16])=[CH:11][C:7]=1[C:8]([OH:10])=[O:9])([CH3:3])[CH3:1]. The yield is 1.00. (2) The reactants are Br[C:2]1[CH:3]=[CH:4][C:5]2[NH:6][C:7]3[C:12]([C:13]=2[CH:14]=1)=[CH:11][C:10](Br)=[CH:9][CH:8]=3.[CH:16](/B(O)O)=[CH:17]/[C:18]1[CH:23]=[CH:22][CH:21]=[CH:20][CH:19]=1.C([O-])([O-])=O.[K+].[K+]. The catalyst is O1CCOCC1.O.C1C=CC([P]([Pd]([P](C2C=CC=CC=2)(C2C=CC=CC=2)C2C=CC=CC=2)([P](C2C=CC=CC=2)(C2C=CC=CC=2)C2C=CC=CC=2)[P](C2C=CC=CC=2)(C2C=CC=CC=2)C2C=CC=CC=2)(C2C=CC=CC=2)C2C=CC=CC=2)=CC=1. The product is [CH:16](/[C:2]1[CH:3]=[CH:4][C:5]2[NH:6][C:7]3[C:12]([C:13]=2[CH:14]=1)=[CH:11][C:10](/[CH:5]=[CH:13]/[C:12]1[CH:7]=[CH:8][CH:9]=[CH:10][CH:11]=1)=[CH:9][CH:8]=3)=[CH:17]\[C:18]1[CH:23]=[CH:22][CH:21]=[CH:20][CH:19]=1. The yield is 0.550. (3) The reactants are [F:1][C:2]1[CH:46]=[CH:45][C:5]([CH2:6][CH2:7][N:8]2[CH:12]=[C:11]([C:13]3[C:21]4[C:16](=[N:17][CH:18]=[C:19]([C:22]5[CH:23]=[CH:24][C:25]([O:33][CH3:34])=[C:26]([NH:28][S:29]([CH3:32])(=[O:31])=[O:30])[CH:27]=5)[CH:20]=4)[N:15](S(C4C=CC(C)=CC=4)(=O)=O)[CH:14]=3)[CH:10]=[N:9]2)=[CH:4][CH:3]=1.[OH-].[Li+]. The catalyst is C1COCC1.CO.O. The product is [F:1][C:2]1[CH:46]=[CH:45][C:5]([CH2:6][CH2:7][N:8]2[CH:12]=[C:11]([C:13]3[C:21]4[C:16](=[N:17][CH:18]=[C:19]([C:22]5[CH:23]=[CH:24][C:25]([O:33][CH3:34])=[C:26]([NH:28][S:29]([CH3:32])(=[O:30])=[O:31])[CH:27]=5)[CH:20]=4)[NH:15][CH:14]=3)[CH:10]=[N:9]2)=[CH:4][CH:3]=1. The yield is 0.400. (4) The reactants are [Si]([O:8][CH:9]([C:22]1[O:23][CH:24]=[C:25]([C:27](=[O:32])[C:28]([F:31])([F:30])[F:29])[N:26]=1)[CH2:10][CH2:11][CH2:12][CH2:13][CH2:14][CH2:15][C:16]1[CH:21]=[CH:20][CH:19]=[CH:18][CH:17]=1)(C(C)(C)C)(C)C.C1C=CN=CC=1.F. The catalyst is C1COCC1.N1C=CC=CC=1. The product is [F:31][C:28]([F:29])([F:30])[C:27]([C:25]1[N:26]=[C:22]([CH:9]([OH:8])[CH2:10][CH2:11][CH2:12][CH2:13][CH2:14][CH2:15][C:16]2[CH:17]=[CH:18][CH:19]=[CH:20][CH:21]=2)[O:23][CH:24]=1)=[O:32]. The yield is 0.310.